This data is from Peptide-MHC class II binding affinity with 134,281 pairs from IEDB. The task is: Regression. Given a peptide amino acid sequence and an MHC pseudo amino acid sequence, predict their binding affinity value. This is MHC class II binding data. The peptide sequence is DVLREPHLYTFSFRN. The MHC is DRB5_0101 with pseudo-sequence DRB5_0101. The binding affinity (normalized) is 0.336.